The task is: Predict the reactants needed to synthesize the given product.. This data is from Full USPTO retrosynthesis dataset with 1.9M reactions from patents (1976-2016). (1) Given the product [NH2:28][CH2:1][C:3]1[S:7][C:6]([C:8]2[N:9]=[N:10][O:11][CH:12]=2)=[CH:5][CH:4]=1, predict the reactants needed to synthesize it. The reactants are: [CH:1]([C:3]1[S:7][C:6]([C:8]2[N:9]=[N:10][O:11][CH:12]=2)=[CH:5][CH:4]=1)=O.C(O[BH-](OC(=O)C)OC(=O)C)(=O)C.[Na+].C[N:28]1C(=O)CCC1. (2) Given the product [CH2:21]([O:1][C:2]1[CH:11]=[C:10]2[C:5]([C:6]([CH:14]([CH3:15])[CH3:16])=[CH:7][C:8]([CH3:13])([CH3:12])[O:9]2)=[CH:4][C:3]=1[C:17](=[O:19])[CH3:18])[CH2:22][CH2:23][CH3:24], predict the reactants needed to synthesize it. The reactants are: [OH:1][C:2]1[CH:11]=[C:10]2[C:5]([C:6]([CH:14]([CH3:16])[CH3:15])=[CH:7][C:8]([CH3:13])([CH3:12])[O:9]2)=[CH:4][C:3]=1[C:17](=[O:19])[CH3:18].I[CH2:21][CH2:22][CH2:23][CH3:24]. (3) Given the product [CH3:19][C@@:11]1([OH:10])[CH2:13][C@H:12]1[CH2:14][CH2:15][CH2:16][CH:17]=[CH2:18], predict the reactants needed to synthesize it. The reactants are: [N+](C1C=CC(C([O:10][C@:11]2([CH3:19])[CH2:13][C@H:12]2[CH2:14][CH2:15][CH2:16][CH:17]=[CH2:18])=O)=CC=1)([O-])=O.C([O-])([O-])=O.[K+].[K+]. (4) Given the product [Cl:1][C:2]1[CH:7]=[CH:6][C:5]([NH:8][C:9]([NH:11][C:12]2[CH:13]=[C:14]([B:18]([OH:20])[OH:19])[CH:15]=[CH:16][CH:17]=2)=[O:10])=[CH:4][CH:3]=1, predict the reactants needed to synthesize it. The reactants are: [Cl:1][C:2]1[CH:7]=[CH:6][C:5]([N:8]=[C:9]=[O:10])=[CH:4][CH:3]=1.[NH2:11][C:12]1[CH:13]=[C:14]([B:18]([OH:20])[OH:19])[CH:15]=[CH:16][CH:17]=1. (5) The reactants are: F[C:2]1[CH:11]=[C:10]2[C:5]([C:6](=[O:12])[NH:7][CH:8]=[N:9]2)=[CH:4][CH:3]=1.[NH:13]1[CH2:18][CH2:17][NH:16][CH2:15][CH2:14]1. Given the product [N:13]1([C:2]2[CH:11]=[C:10]3[C:5]([C:6](=[O:12])[NH:7][CH:8]=[N:9]3)=[CH:4][CH:3]=2)[CH2:18][CH2:17][NH:16][CH2:15][CH2:14]1, predict the reactants needed to synthesize it. (6) Given the product [CH:1]1([NH:7][C:8]2[CH:17]=[C:16]3[C:11]([C:12](=[O:29])[C:13]([CH:23]([O:28][CH2:34][C:35]([O:37][CH2:38][CH3:39])=[O:36])[C:24]([O:26][CH3:27])=[O:25])=[CH:14][N:15]3[CH:18]3[CH2:22][CH2:21][CH2:20][CH2:19]3)=[CH:10][C:9]=2[F:30])[CH2:2][CH2:3][CH2:4][CH2:5][CH2:6]1, predict the reactants needed to synthesize it. The reactants are: [CH:1]1([NH:7][C:8]2[CH:17]=[C:16]3[C:11]([C:12](=[O:29])[C:13]([CH:23]([OH:28])[C:24]([O:26][CH3:27])=[O:25])=[CH:14][N:15]3[CH:18]3[CH2:22][CH2:21][CH2:20][CH2:19]3)=[CH:10][C:9]=2[F:30])[CH2:6][CH2:5][CH2:4][CH2:3][CH2:2]1.[H-].[Na+].Br[CH2:34][C:35]([O:37][CH2:38][CH3:39])=[O:36].C(=O)([O-])O.[Na+]. (7) Given the product [O:1]1[CH:5]=[CH:4][C:3]([CH2:6][N:7]2[C:15]3[C:10](=[CH:11][CH:12]=[CH:13][CH:14]=3)[C:9]([CH:16]3[CH2:21][CH2:20][N:19]([CH2:32][C:30]4[CH:29]=[CH:28][C:27]([O:34][CH3:35])=[C:26]([CH:31]=4)[C:25]([OH:36])=[O:24])[CH2:18][CH2:17]3)=[CH:8]2)=[CH:2]1, predict the reactants needed to synthesize it. The reactants are: [O:1]1[CH:5]=[CH:4][C:3]([CH2:6][N:7]2[C:15]3[C:10](=[CH:11][CH:12]=[CH:13][CH:14]=3)[C:9]([CH:16]3[CH2:21][CH2:20][NH:19][CH2:18][CH2:17]3)=[CH:8]2)=[CH:2]1.C([O:24][C:25](=[O:36])[C:26]1[CH:31]=[C:30]([CH2:32]Br)[CH:29]=[CH:28][C:27]=1[O:34][CH3:35])C.